This data is from Forward reaction prediction with 1.9M reactions from USPTO patents (1976-2016). The task is: Predict the product of the given reaction. Given the reactants [OH:1][NH:2][C:3]([C:5]1[CH:10]=[CH:9][CH:8]=[CH:7][N:6]=1)=[NH:4].[F:11][C:12]1[CH:20]=[C:16]([C:17](O)=O)[C:15]([OH:21])=[CH:14][CH:13]=1, predict the reaction product. The product is: [F:11][C:12]1[CH:13]=[CH:14][C:15]([OH:21])=[C:16]([C:17]2[O:1][N:2]=[C:3]([C:5]3[CH:10]=[CH:9][CH:8]=[CH:7][N:6]=3)[N:4]=2)[CH:20]=1.